This data is from Forward reaction prediction with 1.9M reactions from USPTO patents (1976-2016). The task is: Predict the product of the given reaction. (1) Given the reactants [CH2:1]([O:4][C:5]1([CH3:38])[CH2:10][CH2:9][N:8]([C:11]2[N:16]3[N:17]=[C:18]([C:20]4[CH:25]=[CH:24][CH:23]=[C:22](Br)[CH:21]=4)[CH:19]=[C:15]3[N:14]=[C:13]([CH3:27])[C:12]=2[C@H:28]([O:33][C:34]([CH3:37])([CH3:36])[CH3:35])[C:29]([O:31][CH3:32])=[O:30])[CH2:7][CH2:6]1)[CH:2]=[CH2:3].[Cl:39][C:40]1[CH:41]=[CH:42][C:43]([OH:49])=[C:44](B(O)O)[CH:45]=1, predict the reaction product. The product is: [CH2:1]([O:4][C:5]1([CH3:38])[CH2:10][CH2:9][N:8]([C:11]2[N:16]3[N:17]=[C:18]([C:20]4[CH:21]=[C:22]([C:42]5[CH:41]=[C:40]([Cl:39])[CH:45]=[CH:44][C:43]=5[OH:49])[CH:23]=[CH:24][CH:25]=4)[CH:19]=[C:15]3[N:14]=[C:13]([CH3:27])[C:12]=2[C@H:28]([O:33][C:34]([CH3:37])([CH3:36])[CH3:35])[C:29]([O:31][CH3:32])=[O:30])[CH2:7][CH2:6]1)[CH:2]=[CH2:3]. (2) Given the reactants [N+:1]([C:4]1[CH:9]=[CH:8][C:7]([S:10][CH:11]2[CH2:16][CH2:15][N:14]([C:17]([O:19]C(C)(C)C)=O)[CH2:13][CH2:12]2)=[CH:6][CH:5]=1)([O-:3])=[O:2].[N:24]1([C:29]2[CH:34]=[CH:33][C:32]([CH2:35]C(O)=O)=[CH:31][CH:30]=2)[CH:28]=[N:27][N:26]=[N:25]1.C(Cl)CCl.C1C=CC2N(O)N=NC=2C=1.C(N(CC)CC)C, predict the reaction product. The product is: [N+:1]([C:4]1[CH:5]=[CH:6][C:7]([S:10][CH:11]2[CH2:12][CH2:13][N:14]([C:17](=[O:19])[CH2:35][C:32]3[CH:33]=[CH:34][C:29]([N:24]4[CH:28]=[N:27][N:26]=[N:25]4)=[CH:30][CH:31]=3)[CH2:15][CH2:16]2)=[CH:8][CH:9]=1)([O-:3])=[O:2]. (3) Given the reactants [Cl:1][C:2]1[CH:7]=[CH:6][CH:5]=[CH:4][C:3]=1[CH:8]([NH2:10])[CH3:9].C(N(CC)CC)C.[Cl:18][CH2:19][CH2:20][N:21]=[C:22]=[O:23], predict the reaction product. The product is: [Cl:18][CH2:19][CH2:20][NH:21][C:22]([NH:10][CH:8]([C:3]1[CH:4]=[CH:5][CH:6]=[CH:7][C:2]=1[Cl:1])[CH3:9])=[O:23]. (4) Given the reactants Br[C:2]1[N:7]=[C:6]([C:8]2[C:16]3[C:11](=[N:12][C:13]([NH:17][CH2:18][CH2:19][N:20]4[CH2:25][CH2:24][O:23][CH2:22][CH2:21]4)=[N:14][CH:15]=3)[N:10]([CH2:26][O:27][CH2:28][CH2:29][Si:30]([CH3:33])([CH3:32])[CH3:31])[N:9]=2)[CH:5]=[CH:4][CH:3]=1.[Cl:34][C:35]1[CH:42]=[CH:41][C:38]([CH2:39][NH2:40])=[CH:37][CH:36]=1.CN(C1C(C2C(P(C3CCCCC3)C3CCCCC3)=CC=CC=2)=CC=CC=1)C.C(O[Na])(C)(C)C, predict the reaction product. The product is: [Cl:34][C:35]1[CH:42]=[CH:41][C:38]([CH2:39][NH:40][C:2]2[N:7]=[C:6]([C:8]3[C:16]4[C:11](=[N:12][C:13]([NH:17][CH2:18][CH2:19][N:20]5[CH2:25][CH2:24][O:23][CH2:22][CH2:21]5)=[N:14][CH:15]=4)[N:10]([CH2:26][O:27][CH2:28][CH2:29][Si:30]([CH3:33])([CH3:32])[CH3:31])[N:9]=3)[CH:5]=[CH:4][CH:3]=2)=[CH:37][CH:36]=1. (5) Given the reactants [OH:1][C:2]1[CH:11]=[C:10]2[C:5]([CH:6]=[CH:7][CH:8]=[N:9]2)=[CH:4][CH:3]=1.[H-].[Na+].Cl[C:15]1[CH:20]=[C:19]([C:21]2[CH:26]=[CH:25][C:24]([C:27]([F:30])([F:29])[F:28])=[CH:23][CH:22]=2)[CH:18]=[CH:17][N:16]=1, predict the reaction product. The product is: [F:30][C:27]([F:28])([F:29])[C:24]1[CH:23]=[CH:22][C:21]([C:19]2[CH:20]=[CH:15][N:16]=[C:17]([O:1][C:2]3[CH:11]=[C:10]4[C:5]([CH:6]=[CH:7][CH:8]=[N:9]4)=[CH:4][CH:3]=3)[CH:18]=2)=[CH:26][CH:25]=1.